Task: Predict the reactants needed to synthesize the given product.. Dataset: Full USPTO retrosynthesis dataset with 1.9M reactions from patents (1976-2016) (1) Given the product [F:57][C:54]([F:55])([F:56])[O:53][C:50]1[CH:51]=[CH:52][C:47](/[CH:46]=[CH:45]/[C:42]2[O:43][CH:44]=[C:40]([CH2:39][O:37][C:34]3[CH:33]=[CH:32][C:31]([CH2:30][CH2:29][CH2:28][CH2:27][C:25]4[N:24]=[N:23][N:22]([C:3]([C:4]5[CH:5]=[CH:6][CH:7]=[CH:8][CH:9]=5)([C:16]5[CH:21]=[CH:20][CH:19]=[CH:18][CH:17]=5)[C:10]5[CH:11]=[CH:12][CH:13]=[CH:14][CH:15]=5)[CH:26]=4)=[CH:36][CH:35]=3)[N:41]=2)=[CH:48][CH:49]=1, predict the reactants needed to synthesize it. The reactants are: [H-].[Na+].[C:3]([N:22]1[CH:26]=[C:25]([CH2:27][CH2:28][CH2:29][CH2:30][C:31]2[CH:36]=[CH:35][C:34]([OH:37])=[CH:33][CH:32]=2)[N:24]=[N:23]1)([C:16]1[CH:21]=[CH:20][CH:19]=[CH:18][CH:17]=1)([C:10]1[CH:15]=[CH:14][CH:13]=[CH:12][CH:11]=1)[C:4]1[CH:9]=[CH:8][CH:7]=[CH:6][CH:5]=1.Cl[CH2:39][C:40]1[N:41]=[C:42]([CH:45]=[CH:46][C:47]2[CH:52]=[CH:51][C:50]([O:53][C:54]([F:57])([F:56])[F:55])=[CH:49][CH:48]=2)[O:43][CH:44]=1.O. (2) Given the product [CH3:1][O:2][C:3]1[CH:4]=[C:5]2[C:10](=[CH:11][C:12]=1[O:13][CH3:14])[N:9]=[CH:8][N:7]=[C:6]2[O:15][C:16]1[CH:22]=[CH:21][C:19]([NH:20][C:43](=[O:49])[O:44][CH2:45][CH2:58][CH2:57][O:56][C:55]2[CH:61]=[CH:62][C:52]([F:51])=[CH:53][CH:54]=2)=[C:18]([CH3:23])[C:17]=1[CH3:24], predict the reactants needed to synthesize it. The reactants are: [CH3:1][O:2][C:3]1[CH:4]=[C:5]2[C:10](=[CH:11][C:12]=1[O:13][CH3:14])[N:9]=[CH:8][N:7]=[C:6]2[O:15][C:16]1[CH:22]=[CH:21][C:19]([NH2:20])=[C:18]([CH3:23])[C:17]=1[CH3:24].C1(C)C=CC=CC=1.C(N(CC)CC)C.ClC(Cl)(O[C:43](=[O:49])[O:44][C:45](Cl)(Cl)Cl)Cl.[F:51][C:52]1[CH:62]=[CH:61][C:55]([O:56][CH2:57][CH2:58]CO)=[CH:54][CH:53]=1. (3) Given the product [Cl:1][C:2]1[CH:10]=[CH:9][C:8]2[N:7]([CH2:25][CH2:24][C:23]3[CH:22]=[N:21][C:20]([CH3:26])=[CH:19][C:18]=3[C:17]([F:28])([F:16])[F:27])[C:6]3[CH2:11][CH2:12][N:13]([CH3:15])[CH2:14][C:5]=3[C:4]=2[CH:3]=1, predict the reactants needed to synthesize it. The reactants are: [Cl:1][C:2]1[CH:10]=[CH:9][C:8]2[NH:7][C:6]3[CH2:11][CH2:12][N:13]([CH3:15])[CH2:14][C:5]=3[C:4]=2[CH:3]=1.[F:16][C:17]([F:28])([F:27])[C:18]1[C:23]([CH:24]=[CH2:25])=[CH:22][N:21]=[C:20]([CH3:26])[CH:19]=1.[OH-].[K+]. (4) Given the product [Cl:1][C:2]1[CH:7]=[CH:6][C:5]([C:8]2[N:12]([CH2:13][C:14]3[CH:21]=[CH:20][C:17]([C:18]#[N:19])=[CH:16][C:15]=3[F:22])[C:11]3[CH:23]=[C:24]([F:28])[C:25]([F:27])=[CH:26][C:10]=3[N:9]=2)=[C:4]([O:29][CH2:31][CH:32]2[CH2:36][CH2:35][CH2:34][CH2:33]2)[CH:3]=1, predict the reactants needed to synthesize it. The reactants are: [Cl:1][C:2]1[CH:7]=[CH:6][C:5]([C:8]2[N:12]([CH2:13][C:14]3[CH:21]=[CH:20][C:17]([C:18]#[N:19])=[CH:16][C:15]=3[F:22])[C:11]3[CH:23]=[C:24]([F:28])[C:25]([F:27])=[CH:26][C:10]=3[N:9]=2)=[C:4]([OH:29])[CH:3]=1.Br[CH2:31][CH:32]1[CH2:36][CH2:35][CH2:34][CH2:33]1. (5) Given the product [ClH:24].[NH2:2][CH:3]([C:9](=[O:23])[C:10]1[CH:15]=[CH:14][C:13]([O:16][C:17]2[CH:22]=[CH:21][CH:20]=[CH:19][CH:18]=2)=[CH:12][CH:11]=1)[C:4]([O:6][CH2:7][CH3:8])=[O:5], predict the reactants needed to synthesize it. The reactants are: O/[N:2]=[C:3](\[C:9](=[O:23])[C:10]1[CH:15]=[CH:14][C:13]([O:16][C:17]2[CH:22]=[CH:21][CH:20]=[CH:19][CH:18]=2)=[CH:12][CH:11]=1)/[C:4]([O:6][CH2:7][CH3:8])=[O:5].[ClH:24].CCO. (6) Given the product [Cl:1][C:2]1[CH:7]=[C:6]([C:8]#[C:9][C:10]2[N:14]=[C:13]([CH3:15])[N:12]([C:16]3[CH:21]=[CH:20][C:19]([F:22])=[CH:18][CH:17]=3)[C:11]=2[CH2:23][OH:24])[CH:5]=[CH:4][N:3]=1, predict the reactants needed to synthesize it. The reactants are: [Cl:1][C:2]1[CH:7]=[C:6]([C:8]#[C:9][C:10]2[N:14]=[C:13]([CH3:15])[N:12]([C:16]3[CH:21]=[CH:20][C:19]([F:22])=[CH:18][CH:17]=3)[C:11]=2[CH:23]=[O:24])[CH:5]=[CH:4][N:3]=1.[BH4-].[Na+]. (7) Given the product [Cl:25][C:22]1[CH:23]=[CH:24][C:19]([N:18]2[C:16](=[O:17])[C:15]3[C:14](=[CH:29][CH:28]=[CH:27][CH:26]=3)[N:13]=[C:5]2[C:4]2[CH:7]=[CH:8][C:9]([N+:10]([O-:12])=[O:11])=[C:2]([CH3:1])[CH:3]=2)=[CH:20][CH:21]=1, predict the reactants needed to synthesize it. The reactants are: [CH3:1][C:2]1[CH:3]=[C:4]([CH:7]=[CH:8][C:9]=1[N+:10]([O-:12])=[O:11])[CH:5]=O.[NH2:13][C:14]1[CH:29]=[CH:28][CH:27]=[CH:26][C:15]=1[C:16]([NH:18][C:19]1[CH:24]=[CH:23][C:22]([Cl:25])=[CH:21][CH:20]=1)=[O:17].